Dataset: Forward reaction prediction with 1.9M reactions from USPTO patents (1976-2016). Task: Predict the product of the given reaction. (1) Given the reactants C([Si]([O:18][C@@H:19]1[CH2:35][C:34]2[C@@:22]([CH3:39])([CH:23]3[CH:31]([CH2:32][CH:33]=2)[CH:30]2[C@@:26]([CH3:38])([C@@H:27]([C:36]#[CH:37])[CH2:28][CH2:29]2)[CH2:25][CH2:24]3)[CH2:21][CH2:20]1)(C1C=CC=CC=1)C1C=CC=CC=1)(C)(C)C, predict the reaction product. The product is: [C:36]([C@@H:27]1[C@:26]2([CH3:38])[CH:30]([CH:31]3[CH:23]([CH2:24][CH2:25]2)[C@:22]2([CH3:39])[C:34]([CH2:35][C@@H:19]([OH:18])[CH2:20][CH2:21]2)=[CH:33][CH2:32]3)[CH2:29][CH2:28]1)#[CH:37]. (2) Given the reactants [F:1][C:2]1[C:7]([O:8][CH3:9])=[CH:6][C:5]([O:10][CH3:11])=[C:4]([F:12])[C:3]=1[NH:13][CH2:14][C:15]1[CH:20]=[N:19][C:18]2[N:21]([CH2:24][C:25]3[CH:30]=[CH:29][C:28]([O:31][CH3:32])=[CH:27][CH:26]=3)[N:22]=[CH:23][C:17]=2[C:16]=1[NH:33][C:34]1[CH:35]=[N:36][N:37]([CH3:39])[CH:38]=1.[O:40]1CCC[CH2:41]1.ClC(Cl)(OC(=O)OC(Cl)(Cl)Cl)Cl.C(N(CC)CC)C, predict the reaction product. The product is: [F:1][C:2]1[C:7]([O:8][CH3:9])=[CH:6][C:5]([O:10][CH3:11])=[C:4]([F:12])[C:3]=1[N:13]1[CH2:14][C:15]2[CH:20]=[N:19][C:18]3[N:21]([CH2:24][C:25]4[CH:26]=[CH:27][C:28]([O:31][CH3:32])=[CH:29][CH:30]=4)[N:22]=[CH:23][C:17]=3[C:16]=2[N:33]([C:34]2[CH:35]=[N:36][N:37]([CH3:39])[CH:38]=2)[C:41]1=[O:40]. (3) Given the reactants CN(C)[CH:3]1[C:14]2[C:6](=[CH:7][CH:8]=[C:9]3[C:13]=2[S:12](=C)[CH:11]=[N:10]3)[NH:5][C:4]1=[O:16].[NH2:18][C:19]1[CH:24]=[CH:23][C:22]([N:25]2[C:29]([CH3:30])=[CH:28][C:27](=[O:31])[NH:26]2)=[CH:21][CH:20]=1.[CH2:32](O)C, predict the reaction product. The product is: [CH3:30][C:29]1[N:25]([C:22]2[CH:21]=[CH:20][C:19]([NH:18]/[CH:32]=[C:3]3\[C:4](=[O:16])[NH:5][C:6]4[C:14]\3=[C:13]3[S:12][CH:11]=[N:10][C:9]3=[CH:8][CH:7]=4)=[CH:24][CH:23]=2)[NH:26][C:27](=[O:31])[CH:28]=1. (4) Given the reactants [F:1][C:2]([F:12])([F:11])[C:3]1[CH:4]=[C:5]([NH2:10])[CH:6]=[C:7]([NH2:9])[CH:8]=1.N1C=CC=CC=1.[F:19][C:20]([F:31])([F:30])[C:21](O[C:21](=[O:22])[C:20]([F:31])([F:30])[F:19])=[O:22].O, predict the reaction product. The product is: [NH2:9][C:7]1[CH:6]=[C:5]([NH:10][C:21](=[O:22])[C:20]([F:31])([F:30])[F:19])[CH:4]=[C:3]([C:2]([F:11])([F:12])[F:1])[CH:8]=1. (5) Given the reactants C(OC(=O)C)(=O)C.[CH:8]([OH:10])=O.[NH2:11][C:12]1[C:25]2[O:24][C:23]3[C:18](=[CH:19][CH:20]=[CH:21][CH:22]=3)[C:17](=[C:26]3[CH2:32][CH:31]4[N:33]([C:34](=[O:39])[C:35]([F:38])([F:37])[F:36])[CH:28]([CH2:29][CH2:30]4)[CH2:27]3)[C:16]=2[CH:15]=[CH:14][CH:13]=1, predict the reaction product. The product is: [F:38][C:35]([F:36])([F:37])[C:34]([N:33]1[CH:31]2[CH2:30][CH2:29][CH:28]1[CH2:27][C:26](=[C:17]1[C:16]3[CH:15]=[CH:14][CH:13]=[C:12]([NH:11][CH:8]=[O:10])[C:25]=3[O:24][C:23]3[C:18]1=[CH:19][CH:20]=[CH:21][CH:22]=3)[CH2:32]2)=[O:39]. (6) Given the reactants [F:1][C:2]1[CH:10]=[CH:9][C:5]([C:6](Cl)=[O:7])=[CH:4][CH:3]=1.[Br:11][C:12]1[C:13]([F:22])=[C:14]2[C:20]([NH2:21])=[CH:19][NH:18][C:15]2=[N:16][CH:17]=1, predict the reaction product. The product is: [Br:11][C:12]1[C:13]([F:22])=[C:14]2[C:20]([NH:21][C:6](=[O:7])[C:5]3[CH:9]=[CH:10][C:2]([F:1])=[CH:3][CH:4]=3)=[CH:19][NH:18][C:15]2=[N:16][CH:17]=1. (7) Given the reactants [NH2:1][C:2]1[N:7]=[CH:6][C:5]([O:8][C:9]2[CH:10]=[C:11]([NH:16][C:17](=[O:23])[O:18][C:19]([CH3:22])([CH3:21])[CH3:20])[CH:12]=[CH:13][C:14]=2[CH3:15])=[CH:4][CH:3]=1.[N:24]([C:27](OCC)=O)=C=S.[Cl-].O[NH3+].C([N:38](CC)C(C)C)(C)C, predict the reaction product. The product is: [NH2:38][C:27]1[N:1]=[C:2]2[CH:3]=[CH:4][C:5]([O:8][C:9]3[CH:10]=[C:11]([NH:16][C:17](=[O:23])[O:18][C:19]([CH3:20])([CH3:22])[CH3:21])[CH:12]=[CH:13][C:14]=3[CH3:15])=[CH:6][N:7]2[N:24]=1. (8) Given the reactants [O:1]=[C:2]([NH:7][C:8]1[CH:13]=[CH:12][CH:11]=[C:10]([C:14]([F:17])([F:16])[F:15])[CH:9]=1)[CH2:3][C:4]([O-:6])=[O:5].[Li+].[CH2:19](Br)[C:20]1[CH:25]=[CH:24][CH:23]=[CH:22][CH:21]=1, predict the reaction product. The product is: [O:1]=[C:2]([NH:7][C:8]1[CH:13]=[CH:12][CH:11]=[C:10]([C:14]([F:15])([F:16])[F:17])[CH:9]=1)[CH2:3][C:4]([O:6][CH2:19][C:20]1[CH:25]=[CH:24][CH:23]=[CH:22][CH:21]=1)=[O:5]. (9) Given the reactants [OH:1][C:2]1[CH:7]=[C:6]([CH3:8])[N:5]([CH2:9][C:10]2[CH:15]=[CH:14][C:13]([O:16][CH3:17])=[CH:12][CH:11]=2)[C:4](=[O:18])[CH:3]=1.C(=O)([O-])[O-].[K+].[K+].Cl[CH2:26][C:27]1[CH:44]=[CH:43][CH:42]=[CH:41][C:28]=1[CH2:29][N:30]1[C:38](=[O:39])[C:37]2[C:32](=[CH:33][CH:34]=[CH:35][CH:36]=2)[C:31]1=[O:40], predict the reaction product. The product is: [CH3:17][O:16][C:13]1[CH:14]=[CH:15][C:10]([CH2:9][N:5]2[C:6]([CH3:8])=[CH:7][C:2]([O:1][CH2:26][C:27]3[CH:44]=[CH:43][CH:42]=[CH:41][C:28]=3[CH2:29][N:30]3[C:38](=[O:39])[C:37]4[C:32](=[CH:33][CH:34]=[CH:35][CH:36]=4)[C:31]3=[O:40])=[CH:3][C:4]2=[O:18])=[CH:11][CH:12]=1.